Dataset: Forward reaction prediction with 1.9M reactions from USPTO patents (1976-2016). Task: Predict the product of the given reaction. (1) Given the reactants [C:1]([O:5][C:6](=[O:26])[CH2:7][O:8][CH2:9][CH:10]1[CH2:15][CH2:14][N:13](C(OCC2C=CC=CC=2)=O)[CH2:12][CH2:11]1)(C)(C)C, predict the reaction product. The product is: [NH:13]1[CH2:14][CH2:15][CH:10]([CH2:9][O:8][CH2:7][C:6]([O:5][CH3:1])=[O:26])[CH2:11][CH2:12]1. (2) The product is: [CH:11]([C:7]1[CH:8]=[CH:9][CH:10]=[C:4]([CH:1]([CH3:3])[CH3:2])[C:5]=1[NH:6][C:32]([C:22]1[CH:23]=[C:24]([C:26]2[CH:31]=[CH:30][CH:29]=[CH:28][CH:27]=2)[CH:25]=[C:20]([O:19][CH3:18])[CH:21]=1)=[NH:33])([CH3:13])[CH3:12]. Given the reactants [CH:1]([C:4]1[CH:10]=[CH:9][CH:8]=[C:7]([CH:11]([CH3:13])[CH3:12])[C:5]=1[NH2:6])([CH3:3])[CH3:2].C[Al](C)C.[CH3:18][O:19][C:20]1[CH:21]=[C:22]([C:32]#[N:33])[CH:23]=[C:24]([C:26]2[CH:31]=[CH:30][CH:29]=[CH:28][CH:27]=2)[CH:25]=1.C(Cl)Cl, predict the reaction product.